Dataset: Full USPTO retrosynthesis dataset with 1.9M reactions from patents (1976-2016). Task: Predict the reactants needed to synthesize the given product. (1) Given the product [CH3:1][O:2][C:3](=[O:38])[C:4]([O:7][C:8]1[CH:13]=[CH:12][C:11]([CH2:14][CH2:15][CH2:16][CH:17]2[CH2:21][N:20]([CH2:22][C:23]3[CH:24]=[CH:25][C:26]([C:29]([CH3:30])([CH3:31])[CH3:32])=[CH:27][CH:28]=3)[C:19](=[O:33])[N:18]2[CH3:34])=[CH:10][C:9]=1[CH2:35][CH2:36][CH3:37])([CH3:5])[CH3:6], predict the reactants needed to synthesize it. The reactants are: [CH3:1][O:2][C:3](=[O:38])[C:4]([O:7][C:8]1[CH:13]=[CH:12][C:11]([CH2:14][CH2:15][CH2:16][CH:17]2[CH2:21][N:20]([CH2:22][C:23]3[CH:28]=[CH:27][C:26]([C:29]([CH3:32])([CH3:31])[CH3:30])=[CH:25][CH:24]=3)[C:19](=[O:33])[N:18]2[CH3:34])=[CH:10][C:9]=1[CH2:35][CH:36]=[CH2:37])([CH3:6])[CH3:5]. (2) Given the product [F:1][C:2]1[CH:3]=[C:4]([N:24]([CH3:25])[C:36]([NH:35][C:33](=[O:34])[CH2:32][C:26]2[CH:31]=[CH:30][CH:29]=[CH:28][CH:27]=2)=[S:37])[CH:5]=[CH:6][C:7]=1[O:8][C:9]1[CH:14]=[CH:13][N:12]=[C:11]2[CH:15]=[C:16]([C:18]3[N:19]([CH3:23])[CH:20]=[CH:21][N:22]=3)[S:17][C:10]=12, predict the reactants needed to synthesize it. The reactants are: [F:1][C:2]1[CH:3]=[C:4]([NH:24][CH3:25])[CH:5]=[CH:6][C:7]=1[O:8][C:9]1[CH:14]=[CH:13][N:12]=[C:11]2[CH:15]=[C:16]([C:18]3[N:19]([CH3:23])[CH:20]=[CH:21][N:22]=3)[S:17][C:10]=12.[C:26]1([CH2:32][C:33]([N:35]=[C:36]=[S:37])=[O:34])[CH:31]=[CH:30][CH:29]=[CH:28][CH:27]=1. (3) Given the product [C:10]([O:9][C:7]([N:4]1[CH2:5][CH2:6][CH:2]([NH:1][CH2:14][CH3:15])[CH2:3]1)=[O:8])([CH3:13])([CH3:12])[CH3:11], predict the reactants needed to synthesize it. The reactants are: [NH2:1][C@@H:2]1[CH2:6][CH2:5][N:4]([C:7]([O:9][C:10]([CH3:13])([CH3:12])[CH3:11])=[O:8])[CH2:3]1.[CH:14](=O)[CH3:15].[BH4-].[Na+]. (4) Given the product [CH2:21]([N:22]([CH2:24][CH:5]([CH3:6])[CH3:4])[C:2]1[CH:7]=[CH:6][C:5]([C:8]2[C:9]([C:15]([OH:17])=[O:16])=[C:10]([CH3:14])[CH:11]=[CH:12][CH:13]=2)=[CH:4][C:3]=1[N+:18]([O-:20])=[O:19])[CH:2]([CH3:7])[CH3:3], predict the reactants needed to synthesize it. The reactants are: F[C:2]1[CH:7]=[CH:6][C:5]([C:8]2[C:9]([C:15]([OH:17])=[O:16])=[C:10]([CH3:14])[CH:11]=[CH:12][CH:13]=2)=[CH:4][C:3]=1[N+:18]([O-:20])=[O:19].[CH3:21][N:22]([CH:24]=O)C. (5) Given the product [CH3:9][O:8][C:5]1[CH:6]=[CH:7][C:2]2[N:1]=[CH:29][O:28][C:3]=2[C:4]=1[CH:10]1[N:15]([CH2:16][C:17]2[CH:26]=[CH:25][C:24]3[C:19](=[CH:20][CH:21]=[CH:22][CH:23]=3)[N:18]=2)[C:14](=[O:27])[CH2:13][CH2:12][CH2:11]1, predict the reactants needed to synthesize it. The reactants are: [NH2:1][C:2]1[C:3]([OH:28])=[C:4]([CH:10]2[N:15]([CH2:16][C:17]3[CH:26]=[CH:25][C:24]4[C:19](=[CH:20][CH:21]=[CH:22][CH:23]=4)[N:18]=3)[C:14](=[O:27])[CH2:13][CH2:12][CH2:11]2)[C:5]([O:8][CH3:9])=[CH:6][CH:7]=1.[CH3:29]C1C=CC(S(O)(=O)=O)=CC=1.C(OCC)(OCC)OCC.